From a dataset of HIV replication inhibition screening data with 41,000+ compounds from the AIDS Antiviral Screen. Binary Classification. Given a drug SMILES string, predict its activity (active/inactive) in a high-throughput screening assay against a specified biological target. (1) The molecule is OCCN1CCN(CCO)Cc2ccccc2OCCOc2ccccc2C1. The result is 0 (inactive). (2) The compound is CC(C)(C)OC(=O)Cn1ncn(NC(=O)Cc2ccccc2)c1=O. The result is 0 (inactive). (3) The compound is O=C(O)c1c2ccccc2nc2nc(O)nc(O)c12. The result is 0 (inactive). (4) The molecule is COc1cc2c(cc1OC)C(c1ccc(N=Cc3ccc(N(C)C)cc3)cc1)N(C(=S)Nc1cc(Cl)ccc1Cl)CC2. The result is 0 (inactive). (5) The compound is CN1C(=O)OC2OC(C)(c3ccc(S(=O)(=O)c4ccccc4)cc3)C(=O)CC21. The result is 0 (inactive). (6) The molecule is COc1ccc(C2=CSC3=NC(C)(C)CC(C)=NN23)cc1. The result is 0 (inactive). (7) The drug is CCOC(=O)c1c(-c2ccc(OC)cc2)c(C#N)c(=S)n(C2OC(CO)C(O)C(O)C2O)c1C. The result is 0 (inactive). (8) The result is 0 (inactive). The molecule is CCCCCCN(CCCCCC)C(F)(F)C(=O)Nc1ccc(S(=O)(=O)c2ccc(NC(=O)C(F)(F)N(CCCCCC)CCCCCC)cc2)cc1. (9) The molecule is CCCCOC(=O)C(=O)C(=CN1C(=O)C(=CC(C)=Cc2ccccc2)SC1=S)C(=O)C=C(C)C. The result is 0 (inactive). (10) The drug is c1ccc(N2CC3CSc4c(ccc5ccccc45)C3=N2)cc1. The result is 0 (inactive).